The task is: Predict the reactants needed to synthesize the given product.. This data is from Full USPTO retrosynthesis dataset with 1.9M reactions from patents (1976-2016). (1) Given the product [C:19]([O:22][C:23]1[CH:28]=[CH:27][C:26]([CH2:29][C:30]([NH:36][CH:40]2[CH2:41][CH2:42][CH:43]([CH:7]=[C:10]([CH2:46][CH3:47])[CH2:12][CH3:14])[CH2:44][CH2:39]2)=[O:32])=[CH:25][C:24]=1[O:33][CH3:34])(=[O:21])[CH3:20], predict the reactants needed to synthesize it. The reactants are: [H-].[Al+3].[Li+].[H-].[H-].[H-].[C:7]([CH:10]([CH:12]([C:14]([O-])=O)O)O)([O-])=O.[Na+].[K+].[C:19]([O:22][C:23]1[CH:28]=[CH:27][C:26]([CH2:29][C:30]([OH:32])=O)=[CH:25][C:24]=1[O:33][CH3:34])(=[O:21])[CH3:20].O[N:36]1[C:40]2[CH:41]=[CH:42][CH:43]=[CH:44][C:39]=2N=N1.O1CC[CH2:47][CH2:46]1. (2) Given the product [NH2:1][C:2]1[N:3]([C:29]2[CH:34]=[CH:33][C:32]([O:35][C:36]3[CH:41]=[CH:40][CH:39]=[CH:38][CH:37]=3)=[CH:31][CH:30]=2)[N:4]=[C:5]2[C:14]3[C:13]([OH:15])=[CH:12][C:11]([O:17][CH3:18])=[CH:10][C:9]=3[N:8]([CH2:19][C:20]3[CH:21]=[CH:22][C:23]([O:26][CH3:27])=[CH:24][CH:25]=3)[C:7](=[O:28])[C:6]=12, predict the reactants needed to synthesize it. The reactants are: [NH2:1][C:2]1[N:3]([C:29]2[CH:34]=[CH:33][C:32]([O:35][C:36]3[CH:41]=[CH:40][CH:39]=[CH:38][CH:37]=3)=[CH:31][CH:30]=2)[N:4]=[C:5]2[C:14]3[C:13]([O:15]C)=[CH:12][C:11]([O:17][CH3:18])=[CH:10][C:9]=3[N:8]([CH2:19][C:20]3[CH:25]=[CH:24][C:23]([O:26][CH3:27])=[CH:22][CH:21]=3)[C:7](=[O:28])[C:6]=12.[Br-].[Mg+2].[Br-].N1C=CC=CC=1. (3) The reactants are: [CH2:1]([O:8][C:9]1[CH:14]=[CH:13][CH:12]=[CH:11][C:10]=1[C:15]([C:17]1[CH:22]=[CH:21][CH:20]=[C:19]([C:23]2[CH:28]=[CH:27][CH:26]=[CH:25][CH:24]=2)[N:18]=1)=[CH2:16])[C:2]1[CH:7]=[CH:6][CH:5]=[CH:4][CH:3]=1.[H][H]. Given the product [CH2:1]([O:8][C:9]1[CH:14]=[CH:13][CH:12]=[CH:11][C:10]=1[CH:15]([C:17]1[CH:22]=[CH:21][CH:20]=[C:19]([C:23]2[CH:28]=[CH:27][CH:26]=[CH:25][CH:24]=2)[N:18]=1)[CH3:16])[C:2]1[CH:3]=[CH:4][CH:5]=[CH:6][CH:7]=1, predict the reactants needed to synthesize it. (4) Given the product [Br:14][C:9]1[C:8]([OH:11])=[C:7]([CH3:12])[CH:6]=[C:5]2[C:10]=1[C:2]([CH3:13])([CH3:1])[CH2:3][CH2:4]2, predict the reactants needed to synthesize it. The reactants are: [CH3:1][C:2]1([CH3:13])[C:10]2[C:5](=[CH:6][C:7]([CH3:12])=[C:8]([OH:11])[CH:9]=2)[CH2:4][CH2:3]1.[Br:14]Br.C(OCC)(=O)C.CCCCCC. (5) Given the product [C:1]1([O:7][P:8]([O:17][C@@H:18]2[C@@H:30]([CH2:31][O:32][C:33]([O:35][C:36]([CH3:41])([CH3:42])[C:37]([Cl:38])([Cl:40])[Cl:39])=[O:34])[O:29][C@H:21]([Cl:87])[C@H:20]([NH:43][C:44]([O:46][CH2:47][C:48]([Cl:50])([Cl:49])[Cl:51])=[O:45])[C@H:19]2[O:52][C:53](=[O:83])[CH2:54][C@H:55]([O:67][C:68](=[O:82])[CH2:69][CH2:70][CH2:71][CH2:72][CH2:73][CH2:74][CH2:75][CH2:76][CH2:77][CH2:78][CH2:79][CH2:80][CH3:81])[CH2:56][CH2:57][CH2:58][CH2:59][CH2:60][CH2:61][CH2:62][CH2:63][CH2:64][CH2:65][CH3:66])([O:10][C:11]2[CH:16]=[CH:15][CH:14]=[CH:13][CH:12]=2)=[O:9])[CH:2]=[CH:3][CH:4]=[CH:5][CH:6]=1, predict the reactants needed to synthesize it. The reactants are: [C:1]1([O:7][P:8]([O:17][C@@H:18]2[C@@H:30]([CH2:31][O:32][C:33]([O:35][C:36]([CH3:42])([CH3:41])[C:37]([Cl:40])([Cl:39])[Cl:38])=[O:34])[O:29][C@@H:21](OCC[Si](C)(C)C)[C@H:20]([NH:43][C:44]([O:46][CH2:47][C:48]([Cl:51])([Cl:50])[Cl:49])=[O:45])[C@H:19]2[O:52][C:53](=[O:83])[CH2:54][C@H:55]([O:67][C:68](=[O:82])[CH2:69][CH2:70][CH2:71][CH2:72][CH2:73][CH2:74][CH2:75][CH2:76][CH2:77][CH2:78][CH2:79][CH2:80][CH3:81])[CH2:56][CH2:57][CH2:58][CH2:59][CH2:60][CH2:61][CH2:62][CH2:63][CH2:64][CH2:65][CH3:66])([O:10][C:11]2[CH:16]=[CH:15][CH:14]=[CH:13][CH:12]=2)=[O:9])[CH:6]=[CH:5][CH:4]=[CH:3][CH:2]=1.COC(Cl)[Cl:87]. (6) The reactants are: Cl[C:2]1[CH:16]=[CH:15][C:5]2[C:6](=[O:14])[NH:7][C:8]3[C:13]([C:4]=2[CH:3]=1)=[CH:12][CH:11]=[CH:10][N:9]=3.COC1C=CC=CC=1[NH2:21].[CH:26]1(P([CH:26]2[CH2:31][CH2:30][CH2:29][CH2:28][CH2:27]2)C2C=CC=CC=2C2C(C(C)C)=CC(C(C)C)=CC=2C(C)C)[CH2:31][CH2:30][CH2:29][CH2:28][CH2:27]1.C[C:61](C)([O-:63])C.[Na+]. Given the product [CH3:61][O:63][C:26]1[CH:31]=[CH:30][C:29]([NH:21][C:2]2[CH:16]=[CH:15][C:5]3[C:6](=[O:14])[NH:7][C:8]4[C:13]([C:4]=3[CH:3]=2)=[CH:12][CH:11]=[CH:10][N:9]=4)=[CH:28][CH:27]=1, predict the reactants needed to synthesize it. (7) The reactants are: [Cl:1][C:2]1[CH:3]=[C:4]([N:9]2[CH2:15][C@@H:14]3[C@@H:11]([CH2:12][NH:13]3)[CH2:10]2)[CH:5]=[N:6][C:7]=1[Cl:8].[C:16]([OH:28])(=[O:27])[CH2:17][C:18]([CH2:23][C:24]([OH:26])=[O:25])([C:20]([OH:22])=[O:21])[OH:19].O.N. Given the product [C:16]([OH:28])(=[O:27])[CH2:17][C:18]([CH2:23][C:24]([OH:26])=[O:25])([C:20]([OH:22])=[O:21])[OH:19].[Cl:1][C:2]1[CH:3]=[C:4]([N:9]2[CH2:15][C@@H:14]3[C@@H:11]([CH2:12][NH:13]3)[CH2:10]2)[CH:5]=[N:6][C:7]=1[Cl:8].[Cl:1][C:2]1[CH:3]=[C:4]([N:9]2[CH2:15][C@@H:14]3[C@@H:11]([CH2:12][NH:13]3)[CH2:10]2)[CH:5]=[N:6][C:7]=1[Cl:8], predict the reactants needed to synthesize it. (8) Given the product [CH2:1]([N:8]1[CH2:13][CH2:12][N:11]([C:14]([O:16][C:17]([CH3:18])([CH3:19])[CH3:20])=[O:15])[CH2:10][C@H:9]1[CH2:21][O:22][C:24]1[CH:31]=[CH:30][C:27]([C:28]#[N:29])=[CH:26][CH:25]=1)[C:2]1[CH:7]=[CH:6][CH:5]=[CH:4][CH:3]=1, predict the reactants needed to synthesize it. The reactants are: [CH2:1]([N:8]1[CH2:13][CH2:12][N:11]([C:14]([O:16][C:17]([CH3:20])([CH3:19])[CH3:18])=[O:15])[CH2:10][C@H:9]1[CH2:21][OH:22])[C:2]1[CH:7]=[CH:6][CH:5]=[CH:4][CH:3]=1.O[C:24]1[CH:31]=[CH:30][C:27]([C:28]#[N:29])=[CH:26][CH:25]=1.C1(P(C2C=CC=CC=2)C2C=CC=CC=2)C=CC=CC=1.CCOC(/N=N/C(OCC)=O)=O. (9) Given the product [O:1]=[C:2]([C:6]1[CH:11]=[CH:10][CH:9]=[CH:8][C:7]=1[C:12]([F:13])([F:14])[F:15])[CH2:3][C:4]([NH2:5])=[O:16], predict the reactants needed to synthesize it. The reactants are: [O:1]=[C:2]([C:6]1[CH:11]=[CH:10][CH:9]=[CH:8][C:7]=1[C:12]([F:15])([F:14])[F:13])[CH2:3][C:4]#[N:5].[OH-:16].[NH4+]. (10) Given the product [Cl:1][CH2:2][CH2:3][CH2:4][CH2:5][CH2:6][CH2:7][O:8][CH:10]1[CH2:11][CH2:12][CH2:13][CH2:14][O:9]1, predict the reactants needed to synthesize it. The reactants are: [Cl:1][CH2:2][CH2:3][CH2:4][CH2:5][CH2:6][CH2:7][OH:8].[O:9]1[CH:14]=[CH:13][CH2:12][CH2:11][CH2:10]1.